From a dataset of Full USPTO retrosynthesis dataset with 1.9M reactions from patents (1976-2016). Predict the reactants needed to synthesize the given product. (1) The reactants are: Cl.[Cl:2][C:3]1[C:8]2[N:9]([C:30]3[CH:35]=[CH:34][CH:33]=[CH:32][CH:31]=3)[C:10]([C@@H:12]([NH:14][C:15]3[N:23]=[CH:22][N:21]=[C:20]4[C:16]=3[N:17]=[CH:18][N:19]4C3CCCCO3)[CH3:13])=[N:11][C:7]=2[CH:6]=[CH:5][C:4]=1[F:36]. Given the product [Cl:2][C:3]1[C:8]2[N:9]([C:30]3[CH:31]=[CH:32][CH:33]=[CH:34][CH:35]=3)[C:10]([CH:12]([NH:14][C:15]3[N:23]=[CH:22][N:21]=[C:20]4[C:16]=3[N:17]=[CH:18][NH:19]4)[CH3:13])=[N:11][C:7]=2[CH:6]=[CH:5][C:4]=1[F:36], predict the reactants needed to synthesize it. (2) Given the product [C:8]([C:7]1[C:3]([CH:2]([C:19]2[CH:24]=[CH:23][C:22]([Cl:25])=[C:21]([Cl:26])[CH:20]=2)[N:56]([CH3:55])[CH3:28])=[C:4]([C:16]([OH:18])=[O:17])[S:5][C:6]=1[N:10]1[CH2:15][CH2:14][O:13][CH2:12][CH2:11]1)#[N:9], predict the reactants needed to synthesize it. The reactants are: N[CH:2]([C:19]1[CH:24]=[CH:23][C:22]([Cl:25])=[C:21]([Cl:26])[CH:20]=1)[C:3]1[C:7]([C:8]#[N:9])=[C:6]([N:10]2[CH2:15][CH2:14][O:13][CH2:12][CH2:11]2)[S:5][C:4]=1[C:16]([OH:18])=[O:17].Cl[C:28]1C=CC(CC2N=C(C3C=CN=CC=3)SC=2C2NC=NN=2)=CC=1.CO.C=O.[C:55]([BH3-])#[N:56].[Na+]. (3) Given the product [NH2:24][C:21]1[CH:20]=[C:7]([CH:6]=[C:5]([C:3]([O:2][CH3:1])=[O:4])[C:22]=1[CH3:23])[O:8][CH:9]1[CH2:12][N:11]([C:13]([O:15][C:16]([CH3:19])([CH3:18])[CH3:17])=[O:14])[CH2:10]1, predict the reactants needed to synthesize it. The reactants are: [CH3:1][O:2][C:3]([C:5]1[CH:6]=[C:7]([CH:20]=[C:21]([N+:24]([O-])=O)[C:22]=1[CH3:23])[O:8][CH:9]1[CH2:12][N:11]([C:13]([O:15][C:16]([CH3:19])([CH3:18])[CH3:17])=[O:14])[CH2:10]1)=[O:4]. (4) The reactants are: [CH3:1][N:2]1[C:6]([S:7][CH3:8])=[N:5][N:4]=[C:3]1[C:9]1[CH:14]=[CH:13][N:12]=[CH:11][CH:10]=1.[Mn]([O-])(=O)(=O)=[O:16].[K+].[OH-:21].[Na+].O=[Si]=O. Given the product [CH3:1][N:2]1[C:6]([S:7]([CH3:8])(=[O:16])=[O:21])=[N:5][N:4]=[C:3]1[C:9]1[CH:14]=[CH:13][N:12]=[CH:11][CH:10]=1, predict the reactants needed to synthesize it.